This data is from Peptide-MHC class I binding affinity with 185,985 pairs from IEDB/IMGT. The task is: Regression. Given a peptide amino acid sequence and an MHC pseudo amino acid sequence, predict their binding affinity value. This is MHC class I binding data. (1) The MHC is HLA-B35:01 with pseudo-sequence HLA-B35:01. The binding affinity (normalized) is 0.0847. The peptide sequence is SYMMDDLELI. (2) The peptide sequence is QEQMISCKF. The MHC is Mamu-B08 with pseudo-sequence Mamu-B08. The binding affinity (normalized) is 0. (3) The peptide sequence is LPVEYLQVP. The MHC is HLA-A02:19 with pseudo-sequence HLA-A02:19. The binding affinity (normalized) is 0.0847. (4) The peptide sequence is IQRRGAQFQ. The MHC is HLA-B57:01 with pseudo-sequence HLA-B57:01. The binding affinity (normalized) is 0.0847.